This data is from Full USPTO retrosynthesis dataset with 1.9M reactions from patents (1976-2016). The task is: Predict the reactants needed to synthesize the given product. (1) Given the product [C:4]([O:3][C:1]([NH:8][C@H:9]([C:19]([O:21][C:22]([CH3:25])([CH3:24])[CH3:23])=[O:20])[CH2:10][C@H:11]([CH2:43][C:42]1[CH:45]=[CH:46][C:39]([N+:36]([O-:38])=[O:37])=[CH:40][CH:41]=1)[C:12]([O:14][C:15]([CH3:16])([CH3:18])[CH3:17])=[O:13])=[O:2])([CH3:7])([CH3:6])[CH3:5], predict the reactants needed to synthesize it. The reactants are: [C:1]([NH:8][C@H:9]([C:19]([O:21][C:22]([CH3:25])([CH3:24])[CH3:23])=[O:20])[CH2:10][CH2:11][C:12]([O:14][C:15]([CH3:18])([CH3:17])[CH3:16])=[O:13])([O:3][C:4]([CH3:7])([CH3:6])[CH3:5])=[O:2].C[Si]([N-][Si](C)(C)C)(C)C.[Li+].[N+:36]([C:39]1[CH:46]=[CH:45][C:42]([CH2:43]Br)=[CH:41][CH:40]=1)([O-:38])=[O:37]. (2) Given the product [OH:11][CH:10]1[C:12]2[CH:13]=[CH:14][CH:15]=[CH:16][C:17]=2[N:18]([C:19]([NH2:21])=[O:20])[C:6]2[CH:5]=[CH:4][CH:3]=[CH:8][C:7]=2[CH2:9]1, predict the reactants needed to synthesize it. The reactants are: [BH4-].[Na+].[CH:3]1[CH:4]=[CH:5][C:6]2[N:18]([C:19]([NH2:21])=[O:20])[C:17]3[CH:16]=[CH:15][CH:14]=[CH:13][C:12]=3[C:10](=[O:11])[CH2:9][C:7]=2[CH:8]=1.Cl. (3) The reactants are: F[C:2]1[CH:7]=[C:6]([F:8])[CH:5]=[CH:4][C:3]=1[C:9]([C:12]1[CH:17]=[CH:16][CH:15]=[C:14]([O:18][CH3:19])[CH:13]=1)=[N:10][OH:11].CC(C)([O-])C.[K+].C(OCC)(=O)C.O. Given the product [F:8][C:6]1[CH:5]=[CH:4][C:3]2[C:9]([C:12]3[CH:17]=[CH:16][CH:15]=[C:14]([O:18][CH3:19])[CH:13]=3)=[N:10][O:11][C:2]=2[CH:7]=1, predict the reactants needed to synthesize it. (4) Given the product [NH:1]([C:8]1[N:17]=[CH:16][C:15]2[CH2:14][CH2:13][C:12]3[C:18]([C:22]([NH:26][OH:25])=[O:24])=[N:19][N:20]([CH3:21])[C:11]=3[C:10]=2[N:9]=1)[C:2]1[CH:7]=[CH:6][CH:5]=[CH:4][CH:3]=1, predict the reactants needed to synthesize it. The reactants are: [NH:1]([C:8]1[N:17]=[CH:16][C:15]2[CH2:14][CH2:13][C:12]3[C:18]([C:22]([OH:24])=O)=[N:19][N:20]([CH3:21])[C:11]=3[C:10]=2[N:9]=1)[C:2]1[CH:7]=[CH:6][CH:5]=[CH:4][CH:3]=1.[OH:25][N:26]1C2C=CC=CC=2N=N1.CN1CCOCC1.Cl.CN(C)CCCN=C=NCC.C1(C(NO)(C2C=CC=CC=2)C2C=CC=CC=2)C=CC=CC=1. (5) The reactants are: [S:1]1[CH:5]=[CH:4][N:3]=[C:2]1[CH2:6][N:7]1[C:15]2[C:10](=[CH:11][C:12]([NH:16][C:17]3[C:26]4[C:21](=[CH:22][CH:23]=[CH:24][C:25]=4[O:27][C@@H:28]([CH3:33])[C:29](OC)=[O:30])[N:20]=[CH:19][N:18]=3)=[CH:13][CH:14]=2)[CH:9]=[N:8]1.[CH3:34][NH:35][CH3:36]. Given the product [CH3:34][N:35]([CH3:36])[C:29](=[O:30])[C@@H:28]([O:27][C:25]1[CH:24]=[CH:23][CH:22]=[C:21]2[C:26]=1[C:17]([NH:16][C:12]1[CH:11]=[C:10]3[C:15](=[CH:14][CH:13]=1)[N:7]([CH2:6][C:2]1[S:1][CH:5]=[CH:4][N:3]=1)[N:8]=[CH:9]3)=[N:18][CH:19]=[N:20]2)[CH3:33], predict the reactants needed to synthesize it. (6) Given the product [CH2:1]([C:3]1[S:12][C:11]2[NH:10][C:9]3[CH:13]=[CH:14][CH:15]=[CH:16][C:8]=3[N:7]=[C:6]([N:39]3[CH2:38][CH2:37][NH:36][C@@H:35]([CH2:31][CH2:32][C:33]4[CH:43]=[CH:42][CH:30]=[C:29]([O:28][CH3:27])[CH:34]=4)[CH2:40]3)[C:5]=2[N:4]=1)[CH3:2], predict the reactants needed to synthesize it. The reactants are: [CH2:1]([C:3]1[S:12][C:11]2[NH:10][C:9]3[CH:13]=[CH:14][CH:15]=[CH:16][C:8]=3[NH:7][C:6](=S)[C:5]=2[N:4]=1)[CH3:2].FC(F)(F)S(OC)(=O)=O.[CH3:27][O:28][C:29]1[CH:30]=[C:31]([C@H:35]2[CH2:40][NH:39][CH2:38][CH2:37][NH:36]2)[CH:32]=[CH:33][CH:34]=1.N1C=CC=[CH:43][CH:42]=1.